Dataset: Full USPTO retrosynthesis dataset with 1.9M reactions from patents (1976-2016). Task: Predict the reactants needed to synthesize the given product. (1) Given the product [Br:1][C:2]1[CH:7]=[CH:6][C:5]([C:8]2([C:9]([O:11][CH3:12])=[O:10])[CH2:13][O:25]2)=[C:4]([N+:14]([O-:16])=[O:15])[CH:3]=1, predict the reactants needed to synthesize it. The reactants are: [Br:1][C:2]1[CH:7]=[CH:6][C:5]([C:8](=[CH2:13])[C:9]([O:11][CH3:12])=[O:10])=[C:4]([N+:14]([O-:16])=[O:15])[CH:3]=1.C1C=C(Cl)C=C(C(OO)=[O:25])C=1. (2) Given the product [N:21]([CH2:24][C@@H:25]([NH:33][C:18]([C:16]1[S:15][C:10]2=[N:11][C:12]3[CH2:13][CH2:14][CH:5]([C:1]([CH3:4])([CH3:3])[CH3:2])[CH2:6][C:7]=3[CH:8]=[C:9]2[CH:17]=1)=[O:19])[C:26]1[CH:31]=[CH:30][CH:29]=[C:28]([Br:32])[CH:27]=1)=[N+:22]=[N-:23], predict the reactants needed to synthesize it. The reactants are: [C:1]([CH:5]1[CH2:14][CH2:13][C:12]2[N:11]=[C:10]3[S:15][C:16]([C:18](Cl)=[O:19])=[CH:17][C:9]3=[CH:8][C:7]=2[CH2:6]1)([CH3:4])([CH3:3])[CH3:2].[N:21]([CH2:24][C@@H:25]([NH2:33])[C:26]1[CH:31]=[CH:30][CH:29]=[C:28]([Br:32])[CH:27]=1)=[N+:22]=[N-:23].C(N(C(C)C)CC)(C)C.